Dataset: Forward reaction prediction with 1.9M reactions from USPTO patents (1976-2016). Task: Predict the product of the given reaction. Given the reactants [CH3:1][N:2]1[C:10]2[C:5](=[CH:6][C:7]([CH2:11][NH2:12])=[CH:8][CH:9]=2)[CH:4]=[CH:3]1.[CH3:13][O:14][C:15]1[CH:22]=[CH:21][CH:20]=[C:19]([O:23][CH3:24])[C:16]=1[CH:17]=O, predict the reaction product. The product is: [CH3:13][O:14][C:15]1[CH:22]=[CH:21][CH:20]=[C:19]([O:23][CH3:24])[C:16]=1[CH:17]1[N:12]([CH2:11][C:7]2[CH:6]=[C:5]3[C:10](=[CH:9][CH:8]=2)[N:2]([CH3:1])[CH:3]=[CH:4]3)[C:15](=[O:14])[CH2:16][CH2:19][CH2:20]1.